From a dataset of Forward reaction prediction with 1.9M reactions from USPTO patents (1976-2016). Predict the product of the given reaction. Given the reactants [N:1]1([C:7]2[C:12]([C:13]([F:16])([F:15])[F:14])=[CH:11]C(C#N)=[CH:9][N:8]=2)[CH2:6][CH2:5][O:4][CH2:3][CH2:2]1.[OH-:19].[Na+].[CH3:21][CH2:22][OH:23], predict the reaction product. The product is: [F:14][C:13]([F:16])([F:15])[C:12]1[C:7]([N:1]2[CH2:6][CH2:5][O:4][CH2:3][CH2:2]2)=[N:8][CH:9]=[C:21]([CH:11]=1)[C:22]([OH:19])=[O:23].